Dataset: Catalyst prediction with 721,799 reactions and 888 catalyst types from USPTO. Task: Predict which catalyst facilitates the given reaction. Reactant: [NH2:1][C:2]1[CH:7]=[CH:6][C:5]([F:8])=[CH:4][C:3]=1[NH:9][C:10]1[C:18]2[O:17][CH2:16][CH:15]([N:19]([C:34](=[O:39])[C:35]([F:38])([F:37])[F:36])[C:20]3[CH:33]=[CH:32][C:23]4[C@H:24]([CH2:27][C:28]([O:30][CH3:31])=[O:29])[CH2:25][O:26][C:22]=4[CH:21]=3)[C:14]=2[CH:13]=[CH:12][CH:11]=1.[C:40](OC(=O)C)(=O)[CH3:41]. Product: [F:8][C:5]1[CH:6]=[CH:7][C:2]2[N:1]=[C:40]([CH3:41])[N:9]([C:10]3[C:18]4[O:17][CH2:16][CH:15]([N:19]([C:34](=[O:39])[C:35]([F:37])([F:38])[F:36])[C:20]5[CH:33]=[CH:32][C:23]6[C@H:24]([CH2:27][C:28]([O:30][CH3:31])=[O:29])[CH2:25][O:26][C:22]=6[CH:21]=5)[C:14]=4[CH:13]=[CH:12][CH:11]=3)[C:3]=2[CH:4]=1. The catalyst class is: 15.